Dataset: Catalyst prediction with 721,799 reactions and 888 catalyst types from USPTO. Task: Predict which catalyst facilitates the given reaction. Reactant: [CH:1]([O:4][C:5]([N:7]1[CH2:12][CH2:11][CH:10]([O:13][C:14]2[C:23]3[C:18](=[C:19](Cl)[CH:20]=[CH:21][CH:22]=3)[N:17]=[CH:16][CH:15]=2)[CH2:9][CH2:8]1)=[O:6])([CH3:3])[CH3:2].[CH3:25][S:26][C:27]1[CH:32]=[CH:31][C:30](B(O)O)=[CH:29][CH:28]=1.C(=O)([O-])[O-].[Na+].[Na+].C1(C)C=CC=CC=1. Product: [CH:1]([O:4][C:5]([N:7]1[CH2:12][CH2:11][CH:10]([O:13][C:14]2[C:23]3[C:18](=[C:19]([C:30]4[CH:31]=[CH:32][C:27]([S:26][CH3:25])=[CH:28][CH:29]=4)[CH:20]=[CH:21][CH:22]=3)[N:17]=[CH:16][CH:15]=2)[CH2:9][CH2:8]1)=[O:6])([CH3:3])[CH3:2]. The catalyst class is: 535.